The task is: Regression. Given a peptide amino acid sequence and an MHC pseudo amino acid sequence, predict their binding affinity value. This is MHC class II binding data.. This data is from Peptide-MHC class II binding affinity with 134,281 pairs from IEDB. (1) The peptide sequence is GELQIVMKIDAAFKI. The MHC is DRB3_0101 with pseudo-sequence DRB3_0101. The binding affinity (normalized) is 0.439. (2) The peptide sequence is YDKFLANNSTVLTGK. The MHC is DRB1_0405 with pseudo-sequence DRB1_0405. The binding affinity (normalized) is 0.120.